This data is from Reaction yield outcomes from USPTO patents with 853,638 reactions. The task is: Predict the reaction yield, written as a fraction of the theoretical maximum amount of product (1.0 means a 100% yield; for example, 0.34 means a 34% yield). (1) The reactants are [CH3:1][O:2][C:3]1[C:8]2[O:9][CH2:10][O:11][C:7]=2[CH:6]=[C:5]([C:12](OC)=[O:13])[CH:4]=1.[H-].[H-].[H-].[H-].[Li+].[Al+3].O.[OH-].[Na+]. The catalyst is C1COCC1. The product is [CH3:1][O:2][C:3]1[C:8]2[O:9][CH2:10][O:11][C:7]=2[CH:6]=[C:5]([CH2:12][OH:13])[CH:4]=1. The yield is 0.520. (2) The reactants are CS(O[CH2:6][C:7]1[CH:8]=[N:9][C:10]2[C:15]([CH:16]=1)=[CH:14][CH:13]=[C:12]([O:17][CH2:18][C:19]1[CH:24]=[CH:23][CH:22]=[C:21]([Cl:25])[CH:20]=1)[CH:11]=2)(=O)=O.ClC1C=C(C=CC=1)COC1C=C2C(C=C(CO)C=[N:39]2)=CC=1.CCN(C(C)C)C(C)C.CS(Cl)(=O)=O. The catalyst is C1COCC1. The product is [Cl:25][C:21]1[CH:20]=[C:19]([CH:24]=[CH:23][CH:22]=1)[CH2:18][O:17][C:12]1[CH:11]=[C:10]2[C:15]([CH:16]=[C:7]([CH2:6][NH2:39])[CH:8]=[N:9]2)=[CH:14][CH:13]=1. The yield is 0.760. (3) The reactants are C[O:2][C:3]1[CH:4]=[C:5]([CH:23]=[CH:24][C:25]=1[O:26]C)[C:6]([NH:8][C:9]1[S:10][C:11]([CH3:22])=[C:12]([C:14]2[CH:19]=[CH:18][C:17]([O:20]C)=[CH:16][CH:15]=2)[N:13]=1)=[O:7].B(Br)(Br)Br. No catalyst specified. The product is [OH:2][C:3]1[CH:4]=[C:5]([CH:23]=[CH:24][C:25]=1[OH:26])[C:6]([NH:8][C:9]1[S:10][C:11]([CH3:22])=[C:12]([C:14]2[CH:15]=[CH:16][C:17]([OH:20])=[CH:18][CH:19]=2)[N:13]=1)=[O:7]. The yield is 0.612. (4) The reactants are [Cl:1][C:2]1[C:7]([C:8]([F:11])([F:10])[F:9])=[CH:6][CH:5]=[C:4](Cl)[N:3]=1.[NH3:13]. No catalyst specified. The product is [Cl:1][C:2]1[N:3]=[C:4]([NH2:13])[CH:5]=[CH:6][C:7]=1[C:8]([F:11])([F:10])[F:9]. The yield is 0.460. (5) The reactants are C(N(C(C)C)CC)(C)C.[Br:10][C:11]1[CH:19]=[C:18]([C:20]([NH:22][CH2:23][C:24]2[CH:29]=[CH:28][CH:27]=[C:26]([OH:30])[CH:25]=2)=[O:21])[CH:17]=[CH:16][C:12]=1[C:13]([OH:15])=O.CN(C(ON1N=NC2C=CC=CC1=2)=[N+](C)C)C.F[P-](F)(F)(F)(F)F.Cl.[CH3:56][O:57][C:58](=[O:70])[C@H:59]([CH2:61][NH:62][C:63]([C:65]1[S:66][CH:67]=[CH:68][CH:69]=1)=[O:64])[NH2:60].C1C=CC2N(O)N=NC=2C=1. The catalyst is CN(C)C=O. The product is [Br:10][C:11]1[CH:19]=[C:18]([C:20]([NH:22][CH2:23][C:24]2[CH:29]=[CH:28][CH:27]=[C:26]([OH:30])[CH:25]=2)=[O:21])[CH:17]=[CH:16][C:12]=1[C:13]([NH:60][C@H:59]([C:58]([O:57][CH3:56])=[O:70])[CH2:61][NH:62][C:63]([C:65]1[S:66][CH:67]=[CH:68][CH:69]=1)=[O:64])=[O:15]. The yield is 0.830.